Predict the product of the given reaction. From a dataset of Forward reaction prediction with 1.9M reactions from USPTO patents (1976-2016). (1) Given the reactants CN(C)C=O.[Br:6][C:7]1[C:8]([F:16])=[C:9]([CH:13]=[CH:14][CH:15]=1)[C:10]([NH2:12])=O.N1C(Cl)=NC(Cl)=NC=1Cl, predict the reaction product. The product is: [Br:6][C:7]1[C:8]([F:16])=[C:9]([CH:13]=[CH:14][CH:15]=1)[C:10]#[N:12]. (2) Given the reactants [CH:1]1([NH:6][C:7]2[N:15]=[CH:14][N:13]=[C:12]3[C:8]=2[N:9]=[CH:10][N:11]3[C@H:16]2[C@@H:20]3[O:21][C:22]([CH3:25])([CH3:24])[O:23][C@@H:19]3[C@@H:18]([C:26](O)=[O:27])[O:17]2)[CH2:5][CH2:4][CH2:3][CH2:2]1.C(OC1C=C[C:39]2[C:34](=CC=CC=2)[N:33]1C(OCC)=O)C.C(=[N:49]O)C, predict the reaction product. The product is: [CH3:24][C:22]1([CH3:25])[O:23][C@H:19]2[C@@H:18]([C:26]3[O:27][N:33]=[C:34]([CH3:39])[N:49]=3)[O:17][C@@H:16]([N:11]3[CH:10]=[N:9][C:8]4[C:12]3=[N:13][CH:14]=[N:15][C:7]=4[NH:6][CH:1]3[CH2:5][CH2:4][CH2:3][CH2:2]3)[C@@H:20]2[O:21]1. (3) The product is: [F:1][C:2]1[CH:7]=[C:6]([F:8])[CH:5]=[CH:4][C:3]=1[C:9]1[CH:13]=[C:12]([NH:14][C:26](=[O:27])[CH2:25][C@H:23]2[CH2:22][CH2:21][N:20]3[C:16](=[O:15])[O:17][CH2:18][C@H:19]3[CH2:24]2)[O:11][N:10]=1. Given the reactants [F:1][C:2]1[CH:7]=[C:6]([F:8])[CH:5]=[CH:4][C:3]=1[C:9]1[CH:13]=[C:12]([NH2:14])[O:11][N:10]=1.[O:15]=[C:16]1[N:20]2[CH2:21][CH2:22][C@H:23]([CH2:25][C:26](O)=[O:27])[CH2:24][C@@H:19]2[CH2:18][O:17]1, predict the reaction product.